This data is from Full USPTO retrosynthesis dataset with 1.9M reactions from patents (1976-2016). The task is: Predict the reactants needed to synthesize the given product. (1) Given the product [CH3:21][O:20][C:16]1[C:15]([O:22][CH3:23])=[C:14]2[C:19]([C:10]([NH:8][CH:7]3[CH2:6][CH2:5][O:4][CH:3]3[CH3:2])=[N:11][CH:12]=[N:13]2)=[CH:18][CH:17]=1, predict the reactants needed to synthesize it. The reactants are: Cl.[CH3:2][CH:3]1[CH:7]([NH2:8])[CH2:6][CH2:5][O:4]1.Cl[C:10]1[C:19]2[C:14](=[C:15]([O:22][CH3:23])[C:16]([O:20][CH3:21])=[CH:17][CH:18]=2)[N:13]=[CH:12][N:11]=1.CCN(C(C)C)C(C)C. (2) Given the product [C:7]([O:11][C:12]([NH:13][N:14]=[C:3]([CH2:4][CH3:5])[CH2:2][CH3:1])=[O:15])([CH3:10])([CH3:9])[CH3:8], predict the reactants needed to synthesize it. The reactants are: [CH3:1][CH2:2][C:3](=O)[CH2:4][CH3:5].[C:7]([O:11][C:12](=[O:15])[NH:13][NH2:14])([CH3:10])([CH3:9])[CH3:8]. (3) Given the product [F:1][C:2]1[CH:3]=[C:4]2[C:5]([NH:8][CH2:9][C:10](=[O:11])[NH:13]2)=[CH:6][CH:7]=1, predict the reactants needed to synthesize it. The reactants are: [F:1][C:2]1[CH:7]=[CH:6][C:5]([NH:8][CH2:9][C:10](O)=[O:11])=[C:4]([N+:13]([O-])=O)[CH:3]=1. (4) Given the product [C:1]([N:5]1[C:9]([C:10]2[CH:15]=[CH:14][C:13]([F:16])=[CH:12][CH:11]=2)=[C:8]([C:17]2[S:18][CH:19]=[C:20]([CH2:22][C:23]([N:60]([CH3:59])[CH2:61][C:62]3[CH:67]=[CH:66][N:65]=[CH:64][CH:63]=3)=[O:24])[N:21]=2)[CH:7]=[N:6]1)([CH3:4])([CH3:3])[CH3:2], predict the reactants needed to synthesize it. The reactants are: [C:1]([N:5]1[C:9]([C:10]2[CH:15]=[CH:14][C:13]([F:16])=[CH:12][CH:11]=2)=[C:8]([C:17]2[S:18][CH:19]=[C:20]([CH2:22][C:23](O)=[O:24])[N:21]=2)[CH:7]=[N:6]1)([CH3:4])([CH3:3])[CH3:2].CN(C(ON1N=NC2C=CC=NC1=2)=[N+](C)C)C.F[P-](F)(F)(F)(F)F.CCN(C(C)C)C(C)C.[CH3:59][NH:60][CH2:61][C:62]1[CH:67]=[CH:66][N:65]=[CH:64][CH:63]=1. (5) Given the product [NH:10]1[C:11]2[C:7](=[CH:6][C:5]([S:4][CH2:3][CH2:2][OH:1])=[CH:13][CH:12]=2)[CH2:8][CH2:9]1, predict the reactants needed to synthesize it. The reactants are: [OH:1][CH2:2][CH2:3][S:4][C:5]1[CH:6]=[C:7]2[C:11](=[CH:12][CH:13]=1)[N:10](C(OC(C)(C)C)=O)[CH2:9][CH2:8]2.Cl. (6) Given the product [Cl:1][C:2]1[CH:7]=[CH:6][C:5]([NH:8][C:9]([C:10]2[CH:15]=[CH:14][C:13]([CH2:16][NH:17][C:18]([C:19]3[N:39]=[N:40][NH:41][C:20]=3[CH2:21][OH:22])=[O:23])=[C:12]([F:24])[C:11]=2[F:25])=[O:26])=[C:4]([N:27]2[CH2:32][CH2:31][N:30]([CH2:33][CH2:34][C:35]([F:38])([F:36])[F:37])[CH2:29][CH2:28]2)[CH:3]=1, predict the reactants needed to synthesize it. The reactants are: [Cl:1][C:2]1[CH:7]=[CH:6][C:5]([NH:8][C:9](=[O:26])[C:10]2[CH:15]=[CH:14][C:13]([CH2:16][NH:17][C:18](=[O:23])[C:19]#[C:20][CH2:21][OH:22])=[C:12]([F:24])[C:11]=2[F:25])=[C:4]([N:27]2[CH2:32][CH2:31][N:30]([CH2:33][CH2:34][C:35]([F:38])([F:37])[F:36])[CH2:29][CH2:28]2)[CH:3]=1.[N-:39]=[N+:40]=[N-:41].[Na+]. (7) Given the product [CH2:35]([N:27]([CH2:28][C:29]1[CH:34]=[CH:33][CH:32]=[CH:31][CH:30]=1)[C@H:20]1[CH2:19][C:18]2[C:23](=[CH:24][CH:25]=[CH:26][C:17]=2[C:6]2[CH:5]=[CH:4][N:3]=[C:2]([F:1])[CH:7]=2)[O:22][CH2:21]1)[C:36]1[CH:37]=[CH:38][CH:39]=[CH:40][CH:41]=1, predict the reactants needed to synthesize it. The reactants are: [F:1][C:2]1[CH:7]=[C:6](B(O)O)[CH:5]=[CH:4][N:3]=1.FC(F)(F)S(O[C:17]1[CH:26]=[CH:25][CH:24]=[C:23]2[C:18]=1[CH2:19][C@H:20]([N:27]([CH2:35][C:36]1[CH:41]=[CH:40][CH:39]=[CH:38][CH:37]=1)[CH2:28][C:29]1[CH:34]=[CH:33][CH:32]=[CH:31][CH:30]=1)[CH2:21][O:22]2)(=O)=O.